Dataset: Full USPTO retrosynthesis dataset with 1.9M reactions from patents (1976-2016). Task: Predict the reactants needed to synthesize the given product. (1) Given the product [C:9]1([CH2:15][NH:16][C:17](=[O:22])[CH2:18][CH:19]2[C:20](=[O:21])[NH:8][C:1]3[C:2](=[CH:3][CH:4]=[CH:5][CH:6]=3)[NH:7]2)[CH:14]=[CH:13][CH:12]=[CH:11][CH:10]=1, predict the reactants needed to synthesize it. The reactants are: [C:1]1([NH2:8])[CH:6]=[CH:5][CH:4]=[CH:3][C:2]=1[NH2:7].[C:9]1([CH2:15][N:16]2[C:20](=[O:21])[CH:19]=[CH:18][C:17]2=[O:22])[CH:14]=[CH:13][CH:12]=[CH:11][CH:10]=1. (2) Given the product [CH3:1][O:2][C:3]1[CH:14]=[C:11]2[CH:12]=[CH:13][NH:9][C:10]2=[CH:6][N:4]=1, predict the reactants needed to synthesize it. The reactants are: [CH3:1][O:2][CH:3](OC)[N:4]([CH3:6])C.[NH:9]1[CH2:13][CH2:12][CH2:11][CH2:10]1.[C:14]1(NS(Cl)(=O)=O)C=CC=CC=1. (3) Given the product [F:1][C:2]1[CH:3]=[CH:4][C:5]([CH2:6][N:7]2[C:15]3[CH:14]=[CH:13][CH:12]=[CH:11][C:10]=3[C:9]3[C:36]([CH3:40])([CH3:37])[CH:17]4[C:27](=[O:41])[NH:34][C:20](=[O:21])[N:18]4[CH2:19][C:8]2=3)=[CH:29][CH:30]=1, predict the reactants needed to synthesize it. The reactants are: [F:1][C:2]1[CH:30]=[CH:29][C:5]([CH2:6][N:7]2[C:15]3[C:10](=[CH:11][CH:12]=[CH:13][CH:14]=3)[C:9]3C[C@@H:17]([CH2:27]O)[N:18]([C:20](OC(C)(C)C)=[O:21])[CH2:19][C:8]2=3)=[CH:4][CH:3]=1.O(C#[N:34])[K].Cl.[CH2:36]1[CH2:40]OC[CH2:37]1.[OH2:41]. (4) Given the product [CH2:1]([C:3]1[CH:8]=[CH:7][CH:6]=[CH:5][C:4]=1[CH2:9][CH2:10][C:11]([OH:13])=[O:12])[CH3:2], predict the reactants needed to synthesize it. The reactants are: [CH2:1]([C:3]1[CH:8]=[CH:7][CH:6]=[CH:5][C:4]=1[CH:9]=[CH:10][C:11]([OH:13])=[O:12])[CH3:2].